This data is from Full USPTO retrosynthesis dataset with 1.9M reactions from patents (1976-2016). The task is: Predict the reactants needed to synthesize the given product. (1) Given the product [CH3:13][O:12][C:11]1[CH:10]=[CH:9][C:8]2[NH:7][C:6](=[O:14])[C:5]3[S:15][CH:16]=[CH:17][C:4]=3[C:3]=2[C:2]=1[C:33]1[CH:32]=[CH:31][C:30]([C@@H:28]([CH3:29])[CH2:27][N:19]([CH3:18])[C:20](=[O:26])[O:21][C:22]([CH3:23])([CH3:25])[CH3:24])=[CH:35][CH:34]=1, predict the reactants needed to synthesize it. The reactants are: Br[C:2]1[C:3]2[C:4]3[CH:17]=[CH:16][S:15][C:5]=3[C:6](=[O:14])[NH:7][C:8]=2[CH:9]=[CH:10][C:11]=1[O:12][CH3:13].[CH3:18][N:19]([CH2:27][C@@H:28]([C:30]1[CH:35]=[CH:34][C:33](B2OC(C)(C)C(C)(C)O2)=[CH:32][CH:31]=1)[CH3:29])[C:20](=[O:26])[O:21][C:22]([CH3:25])([CH3:24])[CH3:23]. (2) Given the product [O:1]=[C:2]1[C:10]2[C:5](=[CH:6][CH:7]=[C:8]([C:11]([O:13][CH3:19])=[O:12])[CH:9]=2)[CH2:4][CH2:3]1, predict the reactants needed to synthesize it. The reactants are: [O:1]=[C:2]1[C:10]2[C:5](=[CH:6][CH:7]=[C:8]([C:11]([OH:13])=[O:12])[CH:9]=2)[CH2:4][CH2:3]1.S(=O)(=O)(O)O.[CH3:19]O. (3) The reactants are: [C:1](C1C=CC=CC=1)(=O)[C:2]1[CH:7]=[CH:6][CH:5]=[CH:4][CH:3]=1.BrC1C=CC(C)=CC=1.[Br:23][C:24]1[CH:31]=[CH:30][C:27]([CH:28]=[O:29])=[CH:26][CH:25]=1. Given the product [Br:23][C:24]1[CH:31]=[CH:30][C:27]([CH:28]([C:5]2[CH:6]=[CH:7][C:2]([CH3:1])=[CH:3][CH:4]=2)[OH:29])=[CH:26][CH:25]=1, predict the reactants needed to synthesize it. (4) The reactants are: [OH:1][C:2]1[CH:7]=[CH:6][C:5]([CH:8]([C:14]#[C:15][CH3:16])[CH2:9][C:10]([O:12][CH3:13])=[O:11])=[CH:4][CH:3]=1.C(=O)([O-])[O-].[K+].[K+].[CH2:23](Br)[C:24]1[CH:29]=[CH:28][CH:27]=[CH:26][CH:25]=1. Given the product [CH2:23]([O:1][C:2]1[CH:3]=[CH:4][C:5]([CH:8]([C:14]#[C:15][CH3:16])[CH2:9][C:10]([O:12][CH3:13])=[O:11])=[CH:6][CH:7]=1)[C:24]1[CH:29]=[CH:28][CH:27]=[CH:26][CH:25]=1, predict the reactants needed to synthesize it. (5) Given the product [F:1][C:2]1[CH:10]=[C:9]2[C:5]([CH2:6][CH2:7][CH:8]2[NH:11][C:12]2[CH:21]=[CH:20][C:19]3[C:14](=[CH:15][CH:16]=[C:17]([NH:22][C:31](=[O:32])[CH2:30][N:27]4[CH2:28][CH2:29][N:24]([CH3:23])[CH2:25][CH2:26]4)[CH:18]=3)[N:13]=2)=[CH:4][CH:3]=1, predict the reactants needed to synthesize it. The reactants are: [F:1][C:2]1[CH:10]=[C:9]2[C:5]([CH2:6][CH2:7][CH:8]2[NH:11][C:12]2[CH:21]=[CH:20][C:19]3[C:14](=[CH:15][CH:16]=[C:17]([NH2:22])[CH:18]=3)[N:13]=2)=[CH:4][CH:3]=1.[CH3:23][N:24]1[CH2:29][CH2:28][N:27]([CH2:30][C:31](O)=[O:32])[CH2:26][CH2:25]1. (6) Given the product [NH2:1][C:2]1[N:6]([CH3:7])[C:5](=[O:8])[C:4]([CH:9]2[CH2:14][CH2:13][CH2:12][N:11]([C:31]([O:33][CH2:34][CH3:35])=[O:32])[CH2:10]2)([C:15]2[CH:20]=[CH:19][CH:18]=[CH:17][CH:16]=2)[N:3]=1, predict the reactants needed to synthesize it. The reactants are: [NH2:1][C:2]1[N:6]([CH3:7])[C:5](=[O:8])[C:4]([C:15]2[CH:20]=[CH:19][CH:18]=[CH:17][CH:16]=2)([CH:9]2[CH2:14][CH2:13][CH2:12][NH:11][CH2:10]2)[N:3]=1.C(N(C(C)C)CC)(C)C.Cl[C:31]([O:33][CH2:34][CH3:35])=[O:32]. (7) Given the product [Cl:1][C:2]1[N:3]=[C:4]([CH3:20])[C:5]2[CH:10]([CH3:11])[CH2:9][N:8]([C:12]([O:14][C:15]([CH3:18])([CH3:17])[CH3:16])=[O:13])[C:6]=2[N:7]=1, predict the reactants needed to synthesize it. The reactants are: [Cl:1][C:2]1[N:3]=[C:4](Cl)[C:5]2[CH:10]([CH3:11])[CH2:9][N:8]([C:12]([O:14][C:15]([CH3:18])([CH3:17])[CH3:16])=[O:13])[C:6]=2[N:7]=1.[CH3:20][Mg]Br. (8) Given the product [C:1]([NH:9][C:10]1[CH:11]=[C:12]([CH:17]2[C:26]([CH3:28])([CH3:27])[CH2:25][C:24]3[C:19](=[CH:20][CH:21]=[C:22]([C:29]([OH:31])=[O:30])[CH:23]=3)[NH:18]2)[CH:13]=[C:14]([Cl:16])[CH:15]=1)(=[O:8])[C:2]1[CH:7]=[CH:6][CH:5]=[CH:4][CH:3]=1, predict the reactants needed to synthesize it. The reactants are: [C:1]([NH:9][C:10]1[CH:11]=[C:12]([CH:17]2[C:26]([CH3:28])([CH3:27])[CH2:25][C:24]3[C:19](=[CH:20][CH:21]=[C:22]([C:29]([O:31]C)=[O:30])[CH:23]=3)[NH:18]2)[CH:13]=[C:14]([Cl:16])[CH:15]=1)(=[O:8])[C:2]1[CH:7]=[CH:6][CH:5]=[CH:4][CH:3]=1.[OH-].[Na+]. (9) Given the product [NH2:1][C:2]1[N:11]=[C:10]([C:12]([N:14]2[CH2:15][C:16]3[C:21](=[CH:20][CH:19]=[CH:18][CH:17]=3)[CH2:22]2)=[O:13])[C:9]2[C:4](=[CH:5][CH:6]=[C:7]([C:23]#[C:24][CH:25]=[O:26])[CH:8]=2)[N:3]=1, predict the reactants needed to synthesize it. The reactants are: [NH2:1][C:2]1[N:11]=[C:10]([C:12]([N:14]2[CH2:22][C:21]3[C:16](=[CH:17][CH:18]=[CH:19][CH:20]=3)[CH2:15]2)=[O:13])[C:9]2[C:4](=[CH:5][CH:6]=[C:7]([C:23]#[C:24][CH2:25][OH:26])[CH:8]=2)[N:3]=1.